This data is from Catalyst prediction with 721,799 reactions and 888 catalyst types from USPTO. The task is: Predict which catalyst facilitates the given reaction. (1) Reactant: [CH3:1][N:2]1[C:7](=[O:8])[C:6]2[C:9]([C:30]3[CH:35]=[CH:34][CH:33]=[CH:32][CH:31]=3)=[C:10]([C:12]3[CH:17]=[CH:16][C:15]([C:18]4([NH:22][C:23](=[O:29])[O:24][C:25]([CH3:28])([CH3:27])[CH3:26])[CH2:21][CH2:20][CH2:19]4)=[CH:14][CH:13]=3)[O:11][C:5]=2[N:4]=[C:3]1S(C)(=O)=O.[NH2:40][CH2:41][C@@H:42]([OH:44])[CH3:43]. The catalyst class is: 1. Product: [OH:44][C@@H:42]([CH3:43])[CH2:41][NH:40][C:3]1[N:2]([CH3:1])[C:7](=[O:8])[C:6]2[C:9]([C:30]3[CH:35]=[CH:34][CH:33]=[CH:32][CH:31]=3)=[C:10]([C:12]3[CH:17]=[CH:16][C:15]([C:18]4([NH:22][C:23](=[O:29])[O:24][C:25]([CH3:27])([CH3:28])[CH3:26])[CH2:19][CH2:20][CH2:21]4)=[CH:14][CH:13]=3)[O:11][C:5]=2[N:4]=1. (2) Reactant: [Si:1]([O:8][CH2:9][C@@H:10]1[CH:15]=[C:14]([CH2:16]OC(OCC)=O)[C@H:13]([OH:23])[CH2:12][N:11]1[C:24]([O:26][C:27]([CH3:30])([CH3:29])[CH3:28])=[O:25])([C:4]([CH3:7])([CH3:6])[CH3:5])([CH3:3])[CH3:2].[N+:31]([CH3:34])([O-:33])=[O:32]. Product: [Si:1]([O:8][CH2:9][C@@H:10]1[CH:15]=[C:14]([CH2:16][CH2:34][N+:31]([O-:33])=[O:32])[C@H:13]([OH:23])[CH2:12][N:11]1[C:24]([O:26][C:27]([CH3:28])([CH3:30])[CH3:29])=[O:25])([C:4]([CH3:7])([CH3:6])[CH3:5])([CH3:3])[CH3:2]. The catalyst class is: 110. (3) Reactant: [O:1]=[C:2]([N:10]1[C@@H:14]([C:15]2[CH:20]=[CH:19][CH:18]=[CH:17][CH:16]=2)[CH2:13][O:12][C:11]1=[O:21])[CH2:3]P(=O)(OC)OC.CC(C)([O-])C.[K+].[F:28][C:29]1[CH:34]=[CH:33][C:32]([CH2:35][CH:36]=O)=[CH:31][CH:30]=1. Product: [F:28][C:29]1[CH:34]=[CH:33][C:32]([CH2:35]/[CH:36]=[CH:3]/[C:2]([N:10]2[C@@H:14]([C:15]3[CH:16]=[CH:17][CH:18]=[CH:19][CH:20]=3)[CH2:13][O:12][C:11]2=[O:21])=[O:1])=[CH:31][CH:30]=1. The catalyst class is: 1.